Dataset: Peptide-MHC class II binding affinity with 134,281 pairs from IEDB. Task: Regression. Given a peptide amino acid sequence and an MHC pseudo amino acid sequence, predict their binding affinity value. This is MHC class II binding data. (1) The peptide sequence is FRHLAREKNPRLCTK. The MHC is DRB1_0701 with pseudo-sequence DRB1_0701. The binding affinity (normalized) is 0.410. (2) The peptide sequence is QYLQSRDQVPSHIMS. The MHC is DRB1_0101 with pseudo-sequence DRB1_0101. The binding affinity (normalized) is 0.612. (3) The peptide sequence is YTVALFLAVALVAGP. The MHC is HLA-DQA10102-DQB10602 with pseudo-sequence HLA-DQA10102-DQB10602. The binding affinity (normalized) is 0.0356.